This data is from Full USPTO retrosynthesis dataset with 1.9M reactions from patents (1976-2016). The task is: Predict the reactants needed to synthesize the given product. (1) Given the product [Cl:1][C:2]1[CH:10]=[CH:9][C:8]([O:11][CH3:12])=[CH:7][C:3]=1[C:4]([NH:44][C:41]1[CH:40]=[N:39][C:38]([NH:37][C:33]2[CH:32]=[N:31][CH:36]=[CH:35][CH:34]=2)=[N:43][CH:42]=1)=[O:6], predict the reactants needed to synthesize it. The reactants are: [Cl:1][C:2]1[CH:10]=[CH:9][C:8]([O:11][CH3:12])=[CH:7][C:3]=1[C:4]([OH:6])=O.ClC1N=C(OC)N=C(OC)N=1.CN1CCOCC1.[N:31]1[CH:36]=[CH:35][CH:34]=[C:33]([NH:37][C:38]2[N:43]=[CH:42][C:41]([NH2:44])=[CH:40][N:39]=2)[CH:32]=1. (2) Given the product [Cl:1][C:2]1[CH:3]=[C:4]2[C:8](=[CH:9][CH:10]=1)[N:7]([C:11]([O:13][CH2:14][C@:15]1([CH3:26])[O:27][C:18]3=[N:19][C:20]([N+:22]([O-:24])=[O:23])=[CH:21][N:17]3[CH2:16]1)=[O:12])[CH2:6][CH2:5]2, predict the reactants needed to synthesize it. The reactants are: [Cl:1][C:2]1[CH:3]=[C:4]2[C:8](=[CH:9][CH:10]=1)[N:7]([C:11]([O:13][CH2:14][C@@:15]([OH:27])([CH3:26])[CH2:16][N:17]1[CH:21]=[C:20]([N+:22]([O-:24])=[O:23])[N:19]=[C:18]1Cl)=[O:12])[CH2:6][CH2:5]2.[H-].[Na+]. (3) Given the product [Cl:1][C:2]1[CH:3]=[C:4]([C:8]2[CH:9]=[C:10]([CH3:34])[C:11]([CH:15]3[C:19](=[O:20])[CH2:18][CH:17]([CH2:21][CH2:22][NH:23][C:24]([C:26]4[CH:31]=[CH:30][CH:29]=[CH:28][N:27]=4)=[O:25])[C:16]3=[O:32])=[C:12]([CH3:14])[CH:13]=2)[CH:5]=[CH:6][CH:7]=1, predict the reactants needed to synthesize it. The reactants are: [Cl:1][C:2]1[CH:3]=[C:4]([C:8]2[CH:13]=[C:12]([CH3:14])[C:11]([C:15]3[C:19](=[O:20])[CH2:18][CH:17]([CH2:21][CH2:22][NH:23][C:24]([C:26]4[CH:31]=[CH:30][CH:29]=[CH:28][N:27]=4)=[O:25])[C:16]=3[O:32]C)=[C:10]([CH3:34])[CH:9]=2)[CH:5]=[CH:6][CH:7]=1.N1CCOCC1. (4) Given the product [Cl:1][C:2]1[CH:7]=[CH:6][C:5]([C:8]2[C:17]3[C:12](=[CH:13][CH:14]=[C:15]([C:18]([NH:61][CH2:60][C:56]4[CH:55]=[N:54][CH:59]=[CH:58][CH:57]=4)=[O:19])[CH:16]=3)[CH:11]=[N:10][CH:9]=2)=[CH:4][CH:3]=1, predict the reactants needed to synthesize it. The reactants are: [Cl:1][C:2]1[CH:7]=[CH:6][C:5]([C:8]2[C:17]3[C:12](=[CH:13][CH:14]=[C:15]([C:18](O)=[O:19])[CH:16]=3)[CH:11]=[N:10][CH:9]=2)=[CH:4][CH:3]=1.C(N(CC)C(C)C)(C)C.F[P-](F)(F)(F)(F)F.N1(OC(N(C)C)=[N+](C)C)C2N=CC=CC=2N=N1.[N:54]1[CH:59]=[CH:58][CH:57]=[C:56]([CH2:60][NH2:61])[CH:55]=1. (5) Given the product [CH:12]1([CH2:6][C:7]2[CH:11]=[CH:10][S:9][CH:8]=2)[CH2:13][CH2:14][CH2:15][CH2:16][CH2:17]1, predict the reactants needed to synthesize it. The reactants are: CS(O[CH:6]([CH:12]1[CH2:17][CH2:16][CH2:15][CH2:14][CH2:13]1)[C:7]1[CH:11]=[CH:10][S:9][CH:8]=1)(=O)=O. (6) Given the product [CH2:14]([P:2]1([CH2:19][C:13](=[CH2:14])[CH3:18])[N:7]=[P:6]([CH2:14][C:13](=[CH2:19])[CH3:18])([CH2:14][C:13](=[CH2:19])[CH3:18])[N:5]=[P:4]([CH2:18][C:13](=[CH2:14])[CH3:19])([CH2:14][C:13](=[CH2:19])[CH3:18])[N:3]=1)[C:13](=[CH2:19])[CH3:18], predict the reactants needed to synthesize it. The reactants are: Cl[P:2]1(Cl)[N:7]=[P:6](Cl)(Cl)[N:5]=[P:4](Cl)(Cl)[N:3]=1.[C:13]1([CH3:19])[CH:18]=CC=C[CH:14]=1. (7) Given the product [P:12]([OH:16])([OH:15])([OH:14])=[O:13].[CH3:2][O:3][C:4](=[O:11])[CH2:5][CH2:6][C:7]([CH2:9][NH2:10])=[O:8], predict the reactants needed to synthesize it. The reactants are: Cl.[CH3:2][O:3][C:4](=[O:11])[CH2:5][CH2:6][C:7]([CH2:9][NH2:10])=[O:8].[P:12](=[O:16])([OH:15])([OH:14])[OH:13].C(N(CC)CC)C.C(O)C. (8) Given the product [CH3:2][O:1][C:3]1[CH:9]=[CH:8][C:6]([NH:7][C:29](=[O:30])[C:28]2[CH:32]=[CH:33][CH:34]=[C:26]([S:25]([F:38])([F:24])([F:35])([F:36])[F:37])[CH:27]=2)=[CH:5][C:4]=1[N:10]1[C:17]2[N:13]([N:14]=[C:15]([C:18]3[CH:19]=[N:20][CH:21]=[CH:22][CH:23]=3)[CH:16]=2)[CH:12]=[CH:11]1, predict the reactants needed to synthesize it. The reactants are: [O:1]([C:3]1[CH:9]=[CH:8][C:6]([NH2:7])=[CH:5][C:4]=1[N:10]1[C:17]2[N:13]([N:14]=[C:15]([C:18]3[CH:19]=[N:20][CH:21]=[CH:22][CH:23]=3)[CH:16]=2)[CH:12]=[CH:11]1)[CH3:2].[F:24][S:25]([F:38])([F:37])([F:36])([F:35])[C:26]1[CH:27]=[C:28]([CH:32]=[CH:33][CH:34]=1)[C:29](O)=[O:30]. (9) Given the product [C:29]([O:28][C:26]([NH:25][C@H:24]([CH2:33][O:34][CH:37]1[CH2:38][CH2:39][CH2:40][CH2:41][O:36]1)[C:23]([O:22][CH3:21])=[O:35])=[O:27])([CH3:32])([CH3:30])[CH3:31], predict the reactants needed to synthesize it. The reactants are: C(Cl)Cl.C1(C)C=CC(S([O-])(=O)=O)=CC=1.[NH+]1C=CC=CC=1.[CH3:21][O:22][C:23](=[O:35])[C@@H:24]([CH2:33][OH:34])[NH:25][C:26]([O:28][C:29]([CH3:32])([CH3:31])[CH3:30])=[O:27].[O:36]1[CH:41]=[CH:40][CH2:39][CH2:38][CH2:37]1.